This data is from Full USPTO retrosynthesis dataset with 1.9M reactions from patents (1976-2016). The task is: Predict the reactants needed to synthesize the given product. (1) Given the product [Br:1][C:2]1[CH:3]=[CH:4][C:5]([CH:8]([N:28]2[CH:27]=[C:26]3[N:31]=[C:23]([C:17]4[CH:18]=[CH:19][CH:20]=[C:21]([F:22])[C:16]=4[F:15])[N:24]=[C:25]3[CH:30]=[N:29]2)[CH3:9])=[N:6][CH:7]=1, predict the reactants needed to synthesize it. The reactants are: [Br:1][C:2]1[CH:3]=[CH:4][C:5]([CH:8](OS(C)(=O)=O)[CH3:9])=[N:6][CH:7]=1.[F:15][C:16]1[C:21]([F:22])=[CH:20][CH:19]=[CH:18][C:17]=1[C:23]1[N:31]=[C:26]2[CH:27]=[N:28][NH:29][CH:30]=[C:25]2[N:24]=1. (2) Given the product [CH2:1]([CH:8]1[CH2:12][O:11][C:10](=[O:13])[N:9]1[C:14](=[O:40])[CH:15]([C:16]1[CH:17]=[C:18]([C:30]2[CH:31]=[CH:32][C:33]([C:36]([F:38])([F:39])[F:37])=[CH:34][CH:35]=2)[CH:19]=[C:20]([O:22][CH2:23][C:24]2[CH:29]=[CH:28][CH:27]=[CH:26][CH:25]=2)[CH:21]=1)[CH2:54][C:53]([CH3:55])=[CH2:52])[C:2]1[CH:3]=[CH:4][CH:5]=[CH:6][CH:7]=1, predict the reactants needed to synthesize it. The reactants are: [CH2:1]([CH:8]1[CH2:12][O:11][C:10](=[O:13])[N:9]1[C:14](=[O:40])[CH2:15][C:16]1[CH:17]=[C:18]([C:30]2[CH:35]=[CH:34][C:33]([C:36]([F:39])([F:38])[F:37])=[CH:32][CH:31]=2)[CH:19]=[C:20]([O:22][CH2:23][C:24]2[CH:29]=[CH:28][CH:27]=[CH:26][CH:25]=2)[CH:21]=1)[C:2]1[CH:7]=[CH:6][CH:5]=[CH:4][CH:3]=1.C[Si]([N-][Si](C)(C)C)(C)C.[Na+].Br[CH2:52][C:53]([CH3:55])=[CH2:54]. (3) Given the product [ClH:24].[NH2:14][CH2:2][C:3]1[N:8]=[N:7][C:6]([C:9]([O:11][CH3:12])=[O:10])=[CH:5][CH:4]=1, predict the reactants needed to synthesize it. The reactants are: Br[CH2:2][C:3]1[N:8]=[N:7][C:6]([C:9]([O:11][CH3:12])=[O:10])=[CH:5][CH:4]=1.C1N2CN3CN(C2)C[N:14]1C3.C(Cl)(Cl)[Cl:24]. (4) Given the product [ClH:5].[NH2:3][C:2]([NH2:4])=[NH2+:1].[NH2:3][C:2]([NH2:4])=[NH2+:1].[NH2:3][C:2]([NH2:4])=[NH2+:1].[NH2:3][C:2]([NH2:4])=[NH2+:1].[NH2:3][C:2]([NH2:4])=[NH2+:1].[NH2:3][C:2]([NH2:4])=[NH2+:1].[NH2:3][C:2]([NH2:4])=[NH2+:1].[NH2:3][C:2]([NH2:4])=[NH2+:1].[NH2:3][C:2]([NH2:4])=[NH2+:1], predict the reactants needed to synthesize it. The reactants are: [NH2:1][C:2]([NH2:4])=[NH:3].[ClH:5]. (5) Given the product [ClH:1].[NH2:2][C:3]1[N:8]=[CH:7][C:6](/[CH:9]=[CH:10]/[C:11]([N:24]([CH2:46][C:45]2[CH:49]=[CH:50][CH:51]=[C:52]([O:53][CH3:54])[C:44]=2[O:43][CH2:41][CH3:42])[CH3:23])=[O:13])=[CH:5][C:4]=1[CH2:14][N:15]1[CH2:20][CH2:19][N:18]([CH3:21])[CH2:17][CH2:16]1, predict the reactants needed to synthesize it. The reactants are: [ClH:1].[NH2:2][C:3]1[N:8]=[CH:7][C:6](/[CH:9]=[CH:10]/[C:11]([OH:13])=O)=[CH:5][C:4]=1[CH2:14][N:15]1[CH2:20][CH2:19][N:18]([CH3:21])[CH2:17][CH2:16]1.Cl.[CH3:23][N:24]1CC2C=C(/C=C/C(O)=O)C=NC=2NC(=O)C1.[CH2:41]([O:43][C:44]1[C:52]([O:53][CH3:54])=[CH:51][CH:50]=[CH:49][C:45]=1[CH2:46]CN)[CH3:42].CNCC1C=CC2C(=CC=CC=2)C=1CCC.